Dataset: Forward reaction prediction with 1.9M reactions from USPTO patents (1976-2016). Task: Predict the product of the given reaction. (1) Given the reactants [Cl:1][C:2]1[CH:3]=[C:4]([C:13]2[CH:18]=[CH:17][CH:16]=[CH:15][CH:14]=2)[CH:5]([C:8]([O:10][CH2:11][CH3:12])=[O:9])[CH2:6][CH:7]=1.ClC1CCC(C(OCC)=O)=C(C2C=CC=CC=2)C=1.O.Cl, predict the reaction product. The product is: [Cl:1][C:2]1[CH:7]=[CH:6][C:5]([C:8]([O:10][CH2:11][CH3:12])=[O:9])=[C:4]([C:13]2[CH:18]=[CH:17][CH:16]=[CH:15][CH:14]=2)[CH:3]=1. (2) Given the reactants [F:1][C:2]([F:31])([F:30])[C:3]1[CH:4]=[C:5]([C:9]2[C@:10]3([CH2:26][CH2:25][C@H:24]4[C@@H:15]([CH2:16][CH2:17][C:18]5[CH:19]=[C:20]([C:27]([OH:29])=O)[CH:21]=[CH:22][C:23]=54)[C@@H:12]3[CH2:13][CH:14]=2)[CH3:11])[CH:6]=[N:7][CH:8]=1.Cl.[NH2:33][CH2:34][CH2:35][S:36]([NH2:39])(=[O:38])=[O:37], predict the reaction product. The product is: [S:36]([CH2:35][CH2:34][NH:33][C:27]([C:20]1[CH:21]=[CH:22][C:23]2[C@@H:24]3[C@H:15]([C@H:12]4[C@@:10]([CH2:26][CH2:25]3)([CH3:11])[C:9]([C:5]3[CH:6]=[N:7][CH:8]=[C:3]([C:2]([F:30])([F:31])[F:1])[CH:4]=3)=[CH:14][CH2:13]4)[CH2:16][CH2:17][C:18]=2[CH:19]=1)=[O:29])(=[O:38])(=[O:37])[NH2:39]. (3) Given the reactants [N+:1]([C:4]1[CH:5]=[C:6]([C:12]2[O:13][C:14]3[CH:20]=[CH:19][C:18](Br)=[CH:17][C:15]=3[N:16]=2)[CH:7]=[CH:8][C:9]=1[O:10][CH3:11])([O-:3])=[O:2].[F:22][C:23]([F:34])([F:33])[C:24]1[CH:25]=[C:26](B(O)O)[CH:27]=[CH:28][CH:29]=1, predict the reaction product. The product is: [N+:1]([C:4]1[CH:5]=[C:6]([C:12]2[O:13][C:14]3[CH:20]=[CH:19][C:18]([C:28]4[CH:27]=[CH:26][CH:25]=[C:24]([C:23]([F:34])([F:33])[F:22])[CH:29]=4)=[CH:17][C:15]=3[N:16]=2)[CH:7]=[CH:8][C:9]=1[O:10][CH3:11])([O-:3])=[O:2]. (4) Given the reactants Br[C:2]1[C:6](/[CH:7]=[CH:8]/[C:9]2[CH:14]=[CH:13][CH:12]=[CH:11][CH:10]=2)=[CH:5][S:4][CH:3]=1.[C:15](C1C(Br)=CSC=1)(=[O:17])[CH3:16], predict the reaction product. The product is: [C:15]([C:2]1[C:6](/[CH:7]=[CH:8]/[C:9]2[CH:14]=[CH:13][CH:12]=[CH:11][CH:10]=2)=[CH:5][S:4][CH:3]=1)(=[O:17])[CH3:16]. (5) Given the reactants [OH:1][C@@H:2]([C@@H:6]([CH3:10])[C:7]([OH:9])=[O:8])[C:3]([OH:5])=[O:4].CO[C:13](OC)([CH3:15])[CH3:14], predict the reaction product. The product is: [CH3:14][C:13]1([CH3:15])[O:1][C@@H:2]([C@@H:6]([CH3:10])[C:7]([OH:9])=[O:8])[C:3](=[O:5])[O:4]1. (6) Given the reactants C([O:3][C:4](=[O:44])[C:5]([O:8][C:9]1[CH:14]=[CH:13][C:12]([NH:15][C:16](=[O:42])[CH:17]([C:24]2[N:25]([C:35]3[CH:40]=[CH:39][C:38]([Cl:41])=[CH:37][CH:36]=3)[N:26]=[C:27]3[C:32]=2[CH:31]=[C:30]([F:33])[C:29]([F:34])=[CH:28]3)[CH:18]2[CH2:23][CH2:22][CH2:21][CH2:20][CH2:19]2)=[C:11]([F:43])[CH:10]=1)([CH3:7])[CH3:6])C.[OH-].[Li+], predict the reaction product. The product is: [Cl:41][C:38]1[CH:39]=[CH:40][C:35]([N:25]2[C:24]([CH:17]([CH:18]3[CH2:23][CH2:22][CH2:21][CH2:20][CH2:19]3)[C:16]([NH:15][C:12]3[CH:13]=[CH:14][C:9]([O:8][C:5]([CH3:7])([CH3:6])[C:4]([OH:44])=[O:3])=[CH:10][C:11]=3[F:43])=[O:42])=[C:32]3[C:27]([CH:28]=[C:29]([F:34])[C:30]([F:33])=[CH:31]3)=[N:26]2)=[CH:36][CH:37]=1. (7) Given the reactants [C:1]([O:5][C:6]([N:8]1[CH2:11][CH:10]([CH2:12][O:13][C:14]2[CH:19]=[C:18]([N+:20]([O-])=O)[CH:17]=[CH:16][C:15]=2[Cl:23])[CH2:9]1)=[O:7])([CH3:4])([CH3:3])[CH3:2], predict the reaction product. The product is: [C:1]([O:5][C:6]([N:8]1[CH2:11][CH:10]([CH2:12][O:13][C:14]2[CH:19]=[C:18]([NH2:20])[CH:17]=[CH:16][C:15]=2[Cl:23])[CH2:9]1)=[O:7])([CH3:4])([CH3:2])[CH3:3]. (8) The product is: [CH3:25][N:7]([CH3:6])[C:8]1[CH:13]=[N:12][N:11]([CH:14]2[CH2:19][C:18]([CH3:20])([CH3:21])[CH2:17][C:16]([CH3:23])([CH3:22])[CH2:15]2)[C:10](=[O:24])[C:9]=1[CH:29]=[O:30]. Given the reactants O=P(Cl)(Cl)Cl.[CH3:6][N:7]([CH3:25])[C:8]1[CH:13]=[N:12][N:11]([CH:14]2[CH2:19][C:18]([CH3:21])([CH3:20])[CH2:17][C:16]([CH3:23])([CH3:22])[CH2:15]2)[C:10](=[O:24])[CH:9]=1.CN([CH:29]=[O:30])C, predict the reaction product. (9) Given the reactants [N:1]1[CH:6]=[CH:5][C:4]([C:7]2[S:11][C:10]([C:12]([OH:14])=O)=[CH:9][CH:8]=2)=[CH:3][CH:2]=1.[Br:15][C:16]1[CH:21]=[CH:20][CH:19]=[CH:18][C:17]=1[CH2:22][CH2:23][NH2:24], predict the reaction product. The product is: [Br:15][C:16]1[CH:21]=[CH:20][CH:19]=[CH:18][C:17]=1[CH2:22][CH2:23][NH:24][C:12]([C:10]1[S:11][C:7]([C:4]2[CH:3]=[CH:2][N:1]=[CH:6][CH:5]=2)=[CH:8][CH:9]=1)=[O:14].